From a dataset of Forward reaction prediction with 1.9M reactions from USPTO patents (1976-2016). Predict the product of the given reaction. (1) Given the reactants [Br:1][C:2]1[CH:7]=[CH:6][C:5]([NH:8][C:9]2[C:10]([C:20]([OH:22])=O)=[CH:11][C:12]3[N:16]([CH3:17])[CH:15]=[N:14][C:13]=3[C:18]=2[F:19])=[C:4]([Cl:23])[CH:3]=1.C1C=CC2[N:32]([OH:33])N=NC=2C=1.C(N([CH2:39][CH3:40])CC)C.CN(C)C=[O:44], predict the reaction product. The product is: [OH:44][CH2:39][CH2:40][O:33][NH:32][C:20]([C:10]1[C:9]([NH:8][C:5]2[CH:6]=[CH:7][C:2]([Br:1])=[CH:3][C:4]=2[Cl:23])=[C:18]([F:19])[C:13]2[N:14]=[CH:15][N:16]([CH3:17])[C:12]=2[CH:11]=1)=[O:22]. (2) Given the reactants [Cl-].[Ca+2].[Cl-].[BH4-].[Na+].[C:6]([O:10][C:11]([N:13]1[CH2:18][CH2:17][CH:16]([CH2:19][CH:20]([CH2:25][CH:26]2[CH2:31][CH2:30][N:29]([C:32]([O:34][C:35]([CH3:38])([CH3:37])[CH3:36])=[O:33])[CH2:28][CH2:27]2)[C:21](OC)=[O:22])[CH2:15][CH2:14]1)=[O:12])([CH3:9])([CH3:8])[CH3:7], predict the reaction product. The product is: [C:35]([O:34][C:32]([N:29]1[CH2:30][CH2:31][CH:26]([CH2:25][CH:20]([CH2:19][CH:16]2[CH2:17][CH2:18][N:13]([C:11]([O:10][C:6]([CH3:9])([CH3:8])[CH3:7])=[O:12])[CH2:14][CH2:15]2)[CH2:21][OH:22])[CH2:27][CH2:28]1)=[O:33])([CH3:38])([CH3:37])[CH3:36]. (3) The product is: [CH2:1]([C:9]1[CH:17]=[CH:16][CH:15]=[CH:14][C:10]=1[CH:11]=[O:12])[CH2:2][C:3]1[CH:8]=[CH:7][CH:6]=[CH:5][CH:4]=1. Given the reactants [CH2:1]([C:9]1[CH:17]=[CH:16][CH:15]=[CH:14][C:10]=1[C:11](O)=[O:12])[CH2:2][C:3]1[CH:8]=[CH:7][CH:6]=[CH:5][CH:4]=1.C(Cl)(=O)C(Cl)=O.CN(C=O)C, predict the reaction product. (4) Given the reactants [C:1]([NH:4][C:5]1[S:6][C:7]([C:11]2[N:12]=[C:13]([C:16](Cl)=[O:17])[S:14][CH:15]=2)=[C:8]([CH3:10])[N:9]=1)(=[O:3])[CH3:2].[NH:19]1[CH2:24][CH2:23][CH:22]([CH2:25][CH2:26][OH:27])[CH2:21][CH2:20]1.C(N(CC)CC)C, predict the reaction product. The product is: [OH:27][CH2:26][CH2:25][CH:22]1[CH2:23][CH2:24][N:19]([C:16]([C:13]2[S:14][CH:15]=[C:11]([C:7]3[S:6][C:5]([NH:4][C:1](=[O:3])[CH3:2])=[N:9][C:8]=3[CH3:10])[N:12]=2)=[O:17])[CH2:20][CH2:21]1. (5) Given the reactants Br[C:2]1[C:15]2[C:14](=[O:16])[N:13]([CH2:17][C:18]3[O:19][CH:20]=[CH:21][CH:22]=3)[C:12](=[O:23])[C:11]3=[CH:24][C:25](Br)=[C:8]4[C:9]([C:10]=23)=[C:4]([C:5](=[O:34])[N:6]([CH2:28][C:29]2[O:30][CH:31]=[CH:32][CH:33]=2)[C:7]4=[O:27])[CH:3]=1.[NH2:35][CH2:36][CH2:37][CH2:38][N:39]1[CH2:44][CH2:43][N:42]([CH3:45])[CH2:41][CH2:40]1, predict the reaction product. The product is: [O:19]1[CH:20]=[CH:21][CH:22]=[C:18]1[CH2:17][N:13]1[C:12](=[O:23])[C:11]2=[CH:24][C:25]([NH:35][CH2:36][CH2:37][CH2:38][N:39]3[CH2:40][CH2:41][N:42]([CH3:45])[CH2:43][CH2:44]3)=[C:8]3[C:9]4[C:10]2=[C:15]([C:2]([NH:35][CH2:36][CH2:37][CH2:38][N:39]2[CH2:40][CH2:41][N:42]([CH3:45])[CH2:43][CH2:44]2)=[CH:3][C:4]=4[C:5](=[O:34])[N:6]([CH2:28][C:29]2[O:30][CH:31]=[CH:32][CH:33]=2)[C:7]3=[O:27])[C:14]1=[O:16]. (6) Given the reactants [CH3:1][N:2]1[CH:6]([CH3:7])[CH:5]([N:8]([CH2:10][S:11]([O-:14])(=[O:13])=[O:12])[CH3:9])[C:4](=[O:15])[N:3]1[C:16]1[CH:21]=[CH:20][CH:19]=[CH:18][CH:17]=1.[Na+].[CH3:23][N:24]([CH3:38])[CH2:25][CH:26]([CH3:37])[CH:27]([C:30]1[CH:31]=[C:32](O)[CH:33]=[CH:34][CH:35]=1)[CH2:28][CH3:29], predict the reaction product. The product is: [CH3:1][N:2]1[CH:6]([CH3:7])[CH:5]([N:8]([CH2:10][S:11]([O:14][C:34]2[CH:33]=[CH:32][CH:31]=[C:30]([CH:27]([CH2:28][CH3:29])[CH:26]([CH3:37])[CH2:25][N:24]([CH3:38])[CH3:23])[CH:35]=2)(=[O:12])=[O:13])[CH3:9])[C:4](=[O:15])[N:3]1[C:16]1[CH:21]=[CH:20][CH:19]=[CH:18][CH:17]=1. (7) Given the reactants [NH2:1][C@H:2]([C:7]([OH:9])=[O:8])[CH2:3][CH:4]([CH3:6])[CH3:5].[C:10](O)(=[O:18])[CH2:11][CH2:12][CH2:13][CH2:14][CH2:15][CH2:16][CH3:17], predict the reaction product. The product is: [CH3:5][CH:4]([CH3:6])[CH2:3][CH:2]([NH:1][C:10](=[O:18])[CH2:11][CH2:12][CH2:13][CH2:14][CH2:15][CH2:16][CH3:17])[C:7]([OH:9])=[O:8]. (8) Given the reactants Br[C:2]1[CH:20]=[CH:19][C:5]([C:6]([NH:8][C:9]2[CH:14]=[CH:13][CH:12]=[C:11]([C:15]([CH3:18])([CH3:17])[CH3:16])[CH:10]=2)=[O:7])=[C:4]([CH3:21])[CH:3]=1.C(OC([N:29]1[CH2:34][CH2:33][NH:32][CH2:31][CH2:30]1)=O)(C)(C)C.C(C1C=C(NC(=O)C2C=CC(N3CCNCC3)=C(F)C=2)C=CC=1)(C)(C)C, predict the reaction product. The product is: [C:15]([C:11]1[CH:10]=[C:9]([NH:8][C:6](=[O:7])[C:5]2[CH:19]=[CH:20][C:2]([N:29]3[CH2:34][CH2:33][NH:32][CH2:31][CH2:30]3)=[CH:3][C:4]=2[CH3:21])[CH:14]=[CH:13][CH:12]=1)([CH3:18])([CH3:17])[CH3:16]. (9) Given the reactants [Si]([O:8][CH2:9][CH2:10][N:11]([C:22]1[CH:23]=[C:24]2[C:28](=[CH:29][CH:30]=1)[N:27]([C:31]1[CH:32]=[N:33][C:34]([C:37]([OH:40])([CH3:39])[CH3:38])=[CH:35][CH:36]=1)[CH:26]=[CH:25]2)[C:12]([C:14]1[C:15]([Cl:21])=[N:16][CH:17]=[N:18][C:19]=1[Cl:20])=[O:13])(C(C)(C)C)(C)C.Cl, predict the reaction product. The product is: [Cl:21][C:15]1[C:14]([C:12]([N:11]([CH2:10][CH2:9][OH:8])[C:22]2[CH:23]=[C:24]3[C:28](=[CH:29][CH:30]=2)[N:27]([C:31]2[CH:32]=[N:33][C:34]([C:37]([OH:40])([CH3:39])[CH3:38])=[CH:35][CH:36]=2)[CH:26]=[CH:25]3)=[O:13])=[C:19]([Cl:20])[N:18]=[CH:17][N:16]=1. (10) Given the reactants Cl.[NH4+].[Cl-].Cl.[F:5][C:6]1[CH:11]=[CH:10][C:9]([N+:12]([O-])=O)=[CH:8][C:7]=1[C@:15]12[CH2:23][O:22][C@H:21]([C:24]([F:27])([F:26])[F:25])[C@H:20]1[CH2:19][S:18][C:17]([NH2:28])=[N:16]2.[OH-].[Na+], predict the reaction product. The product is: [NH2:12][C:9]1[CH:10]=[CH:11][C:6]([F:5])=[C:7]([C@:15]23[CH2:23][O:22][C@H:21]([C:24]([F:26])([F:25])[F:27])[C@H:20]2[CH2:19][S:18][C:17]([NH2:28])=[N:16]3)[CH:8]=1.